Predict the reactants needed to synthesize the given product. From a dataset of Full USPTO retrosynthesis dataset with 1.9M reactions from patents (1976-2016). Given the product [C:14]([NH:13][C:11]([C:10]1[C:4]2[C:5](=[N:6][CH:7]=[C:2]([NH:26][C:27]3[CH:32]=[CH:31][C:30]([CH3:33])=[CH:29][CH:28]=3)[N:3]=2)[N:8]([CH2:18][O:19][CH2:20][CH2:21][Si:22]([CH3:25])([CH3:24])[CH3:23])[CH:9]=1)=[O:12])([CH3:17])([CH3:16])[CH3:15], predict the reactants needed to synthesize it. The reactants are: Br[C:2]1[N:3]=[C:4]2[C:10]([C:11]([NH:13][C:14]([CH3:17])([CH3:16])[CH3:15])=[O:12])=[CH:9][N:8]([CH2:18][O:19][CH2:20][CH2:21][Si:22]([CH3:25])([CH3:24])[CH3:23])[C:5]2=[N:6][CH:7]=1.[NH2:26][C:27]1[CH:32]=[CH:31][C:30]([CH3:33])=[CH:29][CH:28]=1.C1C=CC(P(C2C(C3C(P(C4C=CC=CC=4)C4C=CC=CC=4)=CC=C4C=3C=CC=C4)=C3C(C=CC=C3)=CC=2)C2C=CC=CC=2)=CC=1.CC(C)([O-])C.[Na+].